From a dataset of NCI-60 drug combinations with 297,098 pairs across 59 cell lines. Regression. Given two drug SMILES strings and cell line genomic features, predict the synergy score measuring deviation from expected non-interaction effect. (1) Drug 1: CC1C(C(CC(O1)OC2CC(CC3=C2C(=C4C(=C3O)C(=O)C5=C(C4=O)C(=CC=C5)OC)O)(C(=O)CO)O)N)O.Cl. Drug 2: COC1=C(C=C2C(=C1)N=CN=C2NC3=CC(=C(C=C3)F)Cl)OCCCN4CCOCC4. Cell line: OVCAR-8. Synergy scores: CSS=0.0390, Synergy_ZIP=-1.73, Synergy_Bliss=-1.62, Synergy_Loewe=-4.48, Synergy_HSA=-3.32. (2) Drug 1: CCN(CC)CCNC(=O)C1=C(NC(=C1C)C=C2C3=C(C=CC(=C3)F)NC2=O)C. Drug 2: C#CCC(CC1=CN=C2C(=N1)C(=NC(=N2)N)N)C3=CC=C(C=C3)C(=O)NC(CCC(=O)O)C(=O)O. Cell line: T-47D. Synergy scores: CSS=-4.60, Synergy_ZIP=5.34, Synergy_Bliss=5.62, Synergy_Loewe=1.95, Synergy_HSA=-0.560. (3) Drug 1: CC1=C2C(C(=O)C3(C(CC4C(C3C(C(C2(C)C)(CC1OC(=O)C(C(C5=CC=CC=C5)NC(=O)OC(C)(C)C)O)O)OC(=O)C6=CC=CC=C6)(CO4)OC(=O)C)O)C)O. Drug 2: CNC(=O)C1=NC=CC(=C1)OC2=CC=C(C=C2)NC(=O)NC3=CC(=C(C=C3)Cl)C(F)(F)F. Cell line: PC-3. Synergy scores: CSS=14.2, Synergy_ZIP=5.72, Synergy_Bliss=7.45, Synergy_Loewe=2.57, Synergy_HSA=2.42. (4) Synergy scores: CSS=-3.62, Synergy_ZIP=0.812, Synergy_Bliss=-0.492, Synergy_Loewe=-5.52, Synergy_HSA=-4.04. Drug 1: CN1CCC(CC1)COC2=C(C=C3C(=C2)N=CN=C3NC4=C(C=C(C=C4)Br)F)OC. Cell line: MDA-MB-435. Drug 2: C1C(C(OC1N2C=NC3=C(N=C(N=C32)Cl)N)CO)O. (5) Drug 2: C(CCl)NC(=O)N(CCCl)N=O. Drug 1: CC1=C(N=C(N=C1N)C(CC(=O)N)NCC(C(=O)N)N)C(=O)NC(C(C2=CN=CN2)OC3C(C(C(C(O3)CO)O)O)OC4C(C(C(C(O4)CO)O)OC(=O)N)O)C(=O)NC(C)C(C(C)C(=O)NC(C(C)O)C(=O)NCCC5=NC(=CS5)C6=NC(=CS6)C(=O)NCCC[S+](C)C)O. Cell line: M14. Synergy scores: CSS=19.5, Synergy_ZIP=-2.48, Synergy_Bliss=-2.23, Synergy_Loewe=-11.2, Synergy_HSA=1.42. (6) Drug 1: C(CCl)NC(=O)N(CCCl)N=O. Synergy scores: CSS=10.7, Synergy_ZIP=-5.39, Synergy_Bliss=-9.03, Synergy_Loewe=-7.85, Synergy_HSA=-7.83. Cell line: PC-3. Drug 2: B(C(CC(C)C)NC(=O)C(CC1=CC=CC=C1)NC(=O)C2=NC=CN=C2)(O)O. (7) Drug 1: C1CCC(C1)C(CC#N)N2C=C(C=N2)C3=C4C=CNC4=NC=N3. Drug 2: CC1CCCC2(C(O2)CC(NC(=O)CC(C(C(=O)C(C1O)C)(C)C)O)C(=CC3=CSC(=N3)C)C)C. Cell line: SK-MEL-5. Synergy scores: CSS=-15.8, Synergy_ZIP=9.26, Synergy_Bliss=1.34, Synergy_Loewe=-22.5, Synergy_HSA=-17.1. (8) Drug 1: C1=CC(=CC=C1CCC2=CNC3=C2C(=O)NC(=N3)N)C(=O)NC(CCC(=O)O)C(=O)O. Drug 2: CC1CCCC2(C(O2)CC(NC(=O)CC(C(C(=O)C(C1O)C)(C)C)O)C(=CC3=CSC(=N3)C)C)C. Cell line: CCRF-CEM. Synergy scores: CSS=45.2, Synergy_ZIP=4.25, Synergy_Bliss=2.44, Synergy_Loewe=0.374, Synergy_HSA=0.637. (9) Drug 1: CCC1(C2=C(COC1=O)C(=O)N3CC4=CC5=C(C=CC(=C5CN(C)C)O)N=C4C3=C2)O. Drug 2: CC(C)(C#N)C1=CC=C(C=C1)N2C3=C4C=C(C=CC4=NC=C3N(C2=O)C)C5=CC6=CC=CC=C6N=C5. Cell line: NCI-H460. Synergy scores: CSS=84.1, Synergy_ZIP=8.68, Synergy_Bliss=6.26, Synergy_Loewe=6.67, Synergy_HSA=11.5.